Predict which catalyst facilitates the given reaction. From a dataset of Catalyst prediction with 721,799 reactions and 888 catalyst types from USPTO. (1) Reactant: [F:1][C:2]1[CH:9]=[C:8]([OH:10])[CH:7]=[CH:6][C:3]=1[C:4]#[N:5].[CH3:11][O:12][C:13](=[O:18])[C@@H:14]([CH3:17])[CH2:15]O.C1(P(C2C=CC=CC=2)C2C=CC=CC=2)C=CC=CC=1.N(C(OCC)=O)=NC(OCC)=O. Product: [CH3:11][O:12][C:13](=[O:18])[C@@H:14]([CH3:17])[CH2:15][O:10][C:8]1[CH:7]=[CH:6][C:3]([C:4]#[N:5])=[C:2]([F:1])[CH:9]=1. The catalyst class is: 13. (2) Reactant: [CH3:1][O:2][CH:3]([O:15][CH3:16])[CH2:4][N:5]1[C:13]2[C:8](=[CH:9][C:10](I)=[CH:11][CH:12]=2)[CH:7]=[N:6]1.[F:17][C:18]([F:33])([F:32])[C:19]1[CH:24]=[CH:23][C:22]([C:25]2[CH:30]=[CH:29][NH:28][C:27](=[O:31])[CH:26]=2)=[CH:21][CH:20]=1.C([O-])([O-])=O.[Cs+].[Cs+].OC1C=CC=C2C=1N=CC=C2. Product: [CH3:1][O:2][CH:3]([O:15][CH3:16])[CH2:4][N:5]1[C:13]2[C:8](=[CH:9][C:10]([N:28]3[CH:29]=[CH:30][C:25]([C:22]4[CH:21]=[CH:20][C:19]([C:18]([F:32])([F:33])[F:17])=[CH:24][CH:23]=4)=[CH:26][C:27]3=[O:31])=[CH:11][CH:12]=2)[CH:7]=[N:6]1. The catalyst class is: 156. (3) Reactant: [NH2:1][C:2]1[C:3]2[CH:13]=[CH:12][C:11]([F:14])=[CH:10][C:4]=2[S:5][C:6]=1C(O)=O.[NH:15]1[CH2:21][CH2:20][CH2:19]N[CH2:17][CH2:16]1.O.C1(C)C=CC(S(O)(=O)=O)=CC=1. Product: [F:14][C:11]1[CH:12]=[CH:13][C:3]2[C:2]([N:1]3[CH2:19][CH2:20][CH2:21][NH:15][CH2:16][CH2:17]3)=[CH:6][S:5][C:4]=2[CH:10]=1. The catalyst class is: 435. (4) Product: [Br:1][C:2]1[C:3]([F:11])=[C:4]([C:7]([Cl:10])=[CH:8][CH:9]=1)[C:5]#[N:12]. The catalyst class is: 6. Reactant: [Br:1][C:2]1[C:3]([F:11])=[C:4]([C:7]([Cl:10])=[CH:8][CH:9]=1)[CH:5]=O.[NH2:12]OS(O)(=O)=O. (5) Reactant: [OH:1][C:2]1[CH:11]=[C:10]2[C:5]([C:6](=[O:20])[CH:7]([C:12]3[CH:17]=[CH:16][C:15]([O:18][CH3:19])=[CH:14][CH:13]=3)[CH2:8][O:9]2)=[CH:4][CH:3]=1.[C:21](OC(=O)C)(=[O:23])[CH3:22].N1C=CC=CC=1. Product: [C:21]([O:1][C:2]1[CH:11]=[C:10]2[C:5]([C:6](=[O:20])[C:7]([C:12]3[CH:17]=[CH:16][C:15]([O:18][CH3:19])=[CH:14][CH:13]=3)=[CH:8][O:9]2)=[CH:4][CH:3]=1)(=[O:23])[CH3:22]. The catalyst class is: 6. (6) Product: [ClH:1].[Cl:1][C:2]1[CH:10]=[C:9]2[C:5]([CH:6]([C:26]3[C:25]4[C:30](=[CH:31][C:22]([O:21][CH2:20][CH2:19][O:18][CH2:17][CH2:16][O:15][CH3:14])=[CH:23][CH:24]=4)[N:29]=[CH:28][N:27]=3)[C:7](=[O:11])[NH:8]2)=[CH:4][CH:3]=1. The catalyst class is: 16. Reactant: [Cl:1][C:2]1[CH:10]=[C:9]2[C:5]([CH2:6][C:7](=[O:11])[NH:8]2)=[CH:4][CH:3]=1.[H-].[Na+].[CH3:14][O:15][CH2:16][CH2:17][O:18][CH2:19][CH2:20][O:21][C:22]1[CH:31]=[C:30]2[C:25]([C:26](SC)=[N:27][CH:28]=[N:29]2)=[CH:24][CH:23]=1.Cl. (7) Reactant: C[O:2][C:3]([CH:5]1[CH2:9][S:8][C:7]([C:10]2[CH:15]=[CH:14][C:13]([Cl:16])=[CH:12][CH:11]=2)=[N:6]1)=[O:4].[OH-].[K+]. Product: [Cl:16][C:13]1[CH:12]=[CH:11][C:10]([C:7]2[S:8][CH2:9][CH:5]([C:3]([OH:4])=[O:2])[N:6]=2)=[CH:15][CH:14]=1. The catalyst class is: 20. (8) Reactant: Cl[C:2]1[N:7]=[C:6]([NH:8][C:9]2[NH:13][N:12]=[C:11]([CH:14]3[CH2:16][CH2:15]3)[CH:10]=2)[CH:5]=[CH:4][N:3]=1.[O:17]1[CH2:22][CH2:21][CH2:20][CH2:19][CH:18]1[N:23]1[C:31]2[C:26](=[C:27]([CH2:32][NH2:33])[CH:28]=[CH:29][CH:30]=2)[CH:25]=[N:24]1.CCN(C(C)C)C(C)C. Product: [CH:14]1([C:11]2[NH:12][N:13]=[C:9]([NH:8][C:6]3[CH:5]=[CH:4][N:3]=[C:2]([NH:33][CH2:32][C:27]4[CH:28]=[CH:29][CH:30]=[C:31]5[C:26]=4[CH:25]=[N:24][N:23]5[CH:18]4[CH2:19][CH2:20][CH2:21][CH2:22][O:17]4)[N:7]=3)[CH:10]=2)[CH2:16][CH2:15]1. The catalyst class is: 41.